Dataset: Full USPTO retrosynthesis dataset with 1.9M reactions from patents (1976-2016). Task: Predict the reactants needed to synthesize the given product. (1) Given the product [CH:28]1([NH:27][C:25]([C:10]2[N:11]=[N:12][N:13]([C:14]3[CH:15]=[CH:16][C:17]([C:20]([NH:22][CH2:23][CH3:24])=[O:21])=[CH:18][CH:19]=3)[C:9]=2[CH2:8][CH2:7][CH2:6][N:33]2[C:34](=[O:41])[C:35]3[C:40](=[CH:39][CH:38]=[CH:37][CH:36]=3)[C:32]2=[O:31])=[O:26])[CH2:29][CH2:30]1, predict the reactants needed to synthesize it. The reactants are: CS(O[CH2:6][CH2:7][CH2:8][C:9]1[N:13]([C:14]2[CH:19]=[CH:18][C:17]([C:20]([NH:22][CH2:23][CH3:24])=[O:21])=[CH:16][CH:15]=2)[N:12]=[N:11][C:10]=1[C:25]([NH:27][CH:28]1[CH2:30][CH2:29]1)=[O:26])(=O)=O.[O:31]=[C:32]1[C:40]2[C:35](=[CH:36][CH:37]=[CH:38][CH:39]=2)[C:34](=[O:41])[N-:33]1.[K+]. (2) The reactants are: [NH2:1][C:2]1[CH:18]=[CH:17][C:5]([O:6][C:7]2[CH:12]=[CH:11][N:10]=[C:9]3[NH:13][C:14](=[O:16])[NH:15][C:8]=23)=[CH:4][C:3]=1[F:19].[Cl:20][C:21]1[CH:26]=[CH:25][C:24]([N:27]=[C:28]=[O:29])=[CH:23][C:22]=1[C:30]([F:33])([F:32])[F:31]. Given the product [O:16]=[C:14]1[NH:13][C:9]2=[N:10][CH:11]=[CH:12][C:7]([O:6][C:5]3[CH:17]=[CH:18][C:2]([NH:1][C:28]([NH:27][C:24]4[CH:25]=[CH:26][C:21]([Cl:20])=[C:22]([C:30]([F:32])([F:31])[F:33])[CH:23]=4)=[O:29])=[C:3]([F:19])[CH:4]=3)=[C:8]2[NH:15]1, predict the reactants needed to synthesize it.